From a dataset of Full USPTO retrosynthesis dataset with 1.9M reactions from patents (1976-2016). Predict the reactants needed to synthesize the given product. (1) The reactants are: [Cl:1][C:2]1[CH:3]=[C:4]([CH:7]=[C:8]([Cl:27])[C:9]=1[C:10]1[S:11][C:12]2[C:13]([NH:19][C:20]3[CH:25]=[C:24]([CH3:26])[N:23]=[CH:22][N:21]=3)=[N:14][CH:15]=[CH:16][C:17]=2[N:18]=1)[C:5]#[N:6].[CH3:28][O-:29].[Na+].[Cl-].[NH4+:32].C[OH:34]. Given the product [CH:28]([OH:34])=[O:29].[CH:28]([OH:34])=[O:29].[CH3:26][C:24]1[N:23]=[CH:22][N:21]=[C:20]([NH:19][C:13]2[C:12]3[S:11][C:10]([C:9]4[C:8]([Cl:27])=[CH:7][C:4]([C:5]([NH2:32])=[NH:6])=[CH:3][C:2]=4[Cl:1])=[N:18][C:17]=3[CH:16]=[CH:15][N:14]=2)[CH:25]=1, predict the reactants needed to synthesize it. (2) Given the product [NH2:19][C:20]1[C:25]2[CH:26]=[C:27]([CH2:29][CH:30]([NH:40][S:15]([C:12]3[CH:13]=[CH:14][C:9]([CH2:8][O:7][CH:4]4[CH2:5][CH2:6][O:1][CH2:2][CH2:3]4)=[CH:10][CH:11]=3)(=[O:17])=[O:16])[C:31]([N:33]3[CH2:34][CH2:35][CH:36]([CH3:39])[CH2:37][CH2:38]3)=[O:32])[S:28][C:24]=2[CH:23]=[CH:22][N:21]=1, predict the reactants needed to synthesize it. The reactants are: [O:1]1[CH2:6][CH2:5][CH:4]([O:7][CH2:8][C:9]2[CH:14]=[CH:13][C:12]([S:15](Cl)(=[O:17])=[O:16])=[CH:11][CH:10]=2)[CH2:3][CH2:2]1.[NH2:19][C:20]1[C:25]2[CH:26]=[C:27]([CH2:29][CH:30]([NH:40]S(C3C=CC(OC4CCOCC4)=CC=3)(=O)=O)[C:31]([N:33]3[CH2:38][CH2:37][CH:36]([CH3:39])[CH2:35][CH2:34]3)=[O:32])[S:28][C:24]=2[CH:23]=[CH:22][N:21]=1. (3) The reactants are: N1C=CC=CC=1.[NH2:7][C:8]1[CH:9]=[C:10]([CH:15]=[CH:16][CH:17]=1)[C:11]([O:13][CH3:14])=[O:12].[Cl:18][C:19]1[CH:20]=[CH:21][C:22]2[S:26][C:25]([S:27](Cl)(=[O:29])=[O:28])=[C:24]([CH3:31])[C:23]=2[CH:32]=1. Given the product [Cl:18][C:19]1[CH:20]=[CH:21][C:22]2[S:26][C:25]([S:27]([NH:7][C:8]3[CH:9]=[C:10]([CH:15]=[CH:16][CH:17]=3)[C:11]([O:13][CH3:14])=[O:12])(=[O:29])=[O:28])=[C:24]([CH3:31])[C:23]=2[CH:32]=1, predict the reactants needed to synthesize it. (4) Given the product [F:35][C:29]1[CH:30]=[CH:31][CH:32]=[C:33]([F:34])[C:28]=1[S:25]([NH:24][C:22]1[CH:23]=[C:18]([C:9]2[N:10]=[C:11]([N:13]3[CH2:17][CH2:16][CH2:15][CH2:14]3)[S:12][C:8]=2[C:6]2[CH:5]=[CH:4][N:3]=[C:2]([NH:49][C:46]3[CH:47]=[N:48][C:43]([N:37]4[CH2:38][CH2:39][O:40][CH2:41][CH2:42]4)=[CH:44][CH:45]=3)[N:7]=2)[CH:19]=[CH:20][C:21]=1[F:36])(=[O:27])=[O:26], predict the reactants needed to synthesize it. The reactants are: Cl[C:2]1[N:7]=[C:6]([C:8]2[S:12][C:11]([N:13]3[CH2:17][CH2:16][CH2:15][CH2:14]3)=[N:10][C:9]=2[C:18]2[CH:19]=[CH:20][C:21]([F:36])=[C:22]([NH:24][S:25]([C:28]3[C:33]([F:34])=[CH:32][CH:31]=[CH:30][C:29]=3[F:35])(=[O:27])=[O:26])[CH:23]=2)[CH:5]=[CH:4][N:3]=1.[N:37]1([C:43]2[N:48]=[CH:47][C:46]([NH2:49])=[CH:45][CH:44]=2)[CH2:42][CH2:41][O:40][CH2:39][CH2:38]1.Cl.O1CCOCC1.